From a dataset of Full USPTO retrosynthesis dataset with 1.9M reactions from patents (1976-2016). Predict the reactants needed to synthesize the given product. (1) Given the product [CH3:31][S:32]([O:1][CH:2]1[CH2:5][N:4]([C:6]2[S:7][CH:8]=[C:9]([C:11](=[O:30])[N:12]([CH3:29])[CH2:13][CH2:14][NH:15][C:16]([O:18][CH2:19][C:20]3[CH:25]=[CH:24][C:23]([N+:26]([O-:28])=[O:27])=[CH:22][CH:21]=3)=[O:17])[N:10]=2)[CH2:3]1)(=[O:34])=[O:33], predict the reactants needed to synthesize it. The reactants are: [OH:1][CH:2]1[CH2:5][N:4]([C:6]2[S:7][CH:8]=[C:9]([C:11](=[O:30])[N:12]([CH3:29])[CH2:13][CH2:14][NH:15][C:16]([O:18][CH2:19][C:20]3[CH:25]=[CH:24][C:23]([N+:26]([O-:28])=[O:27])=[CH:22][CH:21]=3)=[O:17])[N:10]=2)[CH2:3]1.[CH3:31][S:32](Cl)(=[O:34])=[O:33].C(N(CC)CC)C. (2) Given the product [CH:1]1([C:5]2[CH:6]=[CH:7][C:8]([C:9]([N:11]3[CH2:12][CH2:13][CH:14]([C:17]4[CH:18]=[CH:19][C:20]([C:21]#[N:22])=[CH:23][CH:24]=4)[CH2:15][CH2:16]3)=[O:10])=[CH:25][C:26]=2[C:27]2[NH:31][C:30]([CH2:32][CH3:34])=[N:29][N:28]=2)[CH2:4][CH2:3][CH2:2]1, predict the reactants needed to synthesize it. The reactants are: [CH:1]1([C:5]2[C:26]([C:27]3[NH:31][C:30]([CH3:32])=[N:29][N:28]=3)=[CH:25][C:8]([C:9]([N:11]3[CH2:16][CH2:15][CH:14]([C:17]4[CH:24]=[CH:23][C:20]([C:21]#[N:22])=[CH:19][CH:18]=4)[CH2:13][CH2:12]3)=[O:10])=[C:7](C)[CH:6]=2)[CH2:4][CH2:3][CH2:2]1.[C:34](C1C(C2CCC2)=CC(C)=C(C=1)C(OC)=O)#N. (3) The reactants are: [CH2:1]([C:3]1[CH:8]=[C:7]([O:9]COCC[Si](C)(C)C)[CH:6]=[CH:5][C:4]=1[C:18]1[N:22]=[C:21]([C:23]2[CH:24]=[CH:25][C:26]([O:31][CH:32]([CH3:34])[CH3:33])=[C:27]([CH:30]=2)[C:28]#[N:29])[O:20][N:19]=1)[CH3:2].CCCC[N+](CCCC)(CCCC)CCCC.[F-]. Given the product [CH2:1]([C:3]1[CH:8]=[C:7]([OH:9])[CH:6]=[CH:5][C:4]=1[C:18]1[N:22]=[C:21]([C:23]2[CH:24]=[CH:25][C:26]([O:31][CH:32]([CH3:33])[CH3:34])=[C:27]([CH:30]=2)[C:28]#[N:29])[O:20][N:19]=1)[CH3:2], predict the reactants needed to synthesize it. (4) Given the product [Cl:34][C:35]1[N:40]=[CH:39][C:38]2[N:41]=[C:10]([C:9]([F:14])([F:13])[F:8])[N:42]([CH:43]([CH3:45])[CH3:44])[C:37]=2[CH:36]=1, predict the reactants needed to synthesize it. The reactants are: C(N(CC)CC)C.[F:8][C:9]([F:14])([F:13])[C:10](O)=O.C1(P(C2C=CC=CC=2)C2C=CC=CC=2)C=CC=CC=1.[Cl:34][C:35]1[N:40]=[CH:39][C:38]([NH2:41])=[C:37]([NH:42][CH:43]([CH3:45])[CH3:44])[CH:36]=1. (5) The reactants are: CCCC[N+](CCCC)(CCCC)CCCC.[F-].[Cl:19][C:20]1[CH:52]=[N:51][C:23]2[N:24](S(C3C=CC=CC=3)(=O)=O)[C:25]3[C:30]([C:22]=2[CH:21]=1)=[CH:29][C:28]([CH2:31][CH2:32][NH:33][C:34](=[O:41])[C:35]1[CH:40]=[CH:39][CH:38]=[CH:37][CH:36]=1)=[CH:27][CH:26]=3. Given the product [Cl:19][C:20]1[CH:52]=[N:51][C:23]2[NH:24][C:25]3[C:30]([C:22]=2[CH:21]=1)=[CH:29][C:28]([CH2:31][CH2:32][NH:33][C:34](=[O:41])[C:35]1[CH:40]=[CH:39][CH:38]=[CH:37][CH:36]=1)=[CH:27][CH:26]=3, predict the reactants needed to synthesize it. (6) Given the product [CH:24]1([NH:27][C:13]([C:11]2[S:12][C:8]([C:5]3[CH:4]=[CH:3][C:2](=[O:1])[NH:7][N:6]=3)=[C:9]([C:18]3[CH:19]=[CH:20][CH:21]=[CH:22][CH:23]=3)[N:10]=2)=[O:15])[CH2:26][CH2:25]1, predict the reactants needed to synthesize it. The reactants are: [O:1]=[C:2]1[NH:7][N:6]=[C:5]([C:8]2[S:12][C:11]([C:13]([O:15]CC)=O)=[N:10][C:9]=2[C:18]2[CH:23]=[CH:22][CH:21]=[CH:20][CH:19]=2)[CH:4]=[CH:3]1.[CH:24]1([NH2:27])[CH2:26][CH2:25]1. (7) Given the product [F:16][C:17]1[CH:25]=[CH:24][C:20]([C:21]([N:11]=[C:9]2[N:8]([CH:27]([CH2:32][CH3:33])[C:28]([OH:30])=[O:29])[C:7]3[CH:12]=[CH:13][C:4]([O:3][C:2]([F:1])([F:14])[F:15])=[CH:5][C:6]=3[S:10]2)=[O:22])=[CH:19][CH:18]=1, predict the reactants needed to synthesize it. The reactants are: [F:1][C:2]([F:15])([F:14])[O:3][C:4]1[CH:13]=[CH:12][C:7]2[N:8]=[C:9]([NH2:11])[S:10][C:6]=2[CH:5]=1.[F:16][C:17]1[CH:25]=[CH:24][C:20]([C:21](Cl)=[O:22])=[CH:19][CH:18]=1.Br[CH:27]([CH2:32][CH3:33])[C:28]([O:30]C)=[O:29].COC1C=CC2N=C(N)SC=2C=1.ClC1C=C(C=CC=1)C(Cl)=O.BrCC(OCC)=O. (8) Given the product [O:28]=[C:18]1[C@@H:17]([NH:16][C:9](=[O:10])[O:11][C:12]([CH3:13])([CH3:14])[CH3:15])[CH2:23][CH2:22][C:21]2[CH:24]=[CH:25][CH:26]=[CH:27][C:20]=2[NH:19]1, predict the reactants needed to synthesize it. The reactants are: O([C:9]([O:11][C:12]([CH3:15])([CH3:14])[CH3:13])=[O:10])[C:9]([O:11][C:12]([CH3:15])([CH3:14])[CH3:13])=[O:10].[NH2:16][C@H:17]1[CH2:23][CH2:22][C:21]2[CH:24]=[CH:25][CH:26]=[CH:27][C:20]=2[NH:19][C:18]1=[O:28]. (9) Given the product [CH2:27]([O:29][C:30](=[O:36])[CH2:31][CH2:32][CH:33]=[O:34])[CH3:28], predict the reactants needed to synthesize it. The reactants are: O=C1N(NS(C)(=O)=O)C(=O)C2C(=CC(C(F)(F)F)=C([C@H]3CCCO3)C=2)N1.[CH2:27]([O:29][C:30](=[O:36])[CH2:31][CH2:32][C:33](Cl)=[O:34])[CH3:28].